From a dataset of Full USPTO retrosynthesis dataset with 1.9M reactions from patents (1976-2016). Predict the reactants needed to synthesize the given product. (1) Given the product [CH3:29][C:30]1[O:31][C:32]2[CH:38]=[CH:37][C:36]([NH:39][C:40]([N:1]3[C:9]4[C:8](=[CH:7][C:6]([O:10][C:11]5[C:12]6[CH2:19][NH:18][CH2:17][C:13]=6[N:14]=[CH:15][N:16]=5)=[CH:5][CH:4]=4)[CH:3]=[CH:2]3)=[O:41])=[CH:35][C:33]=2[CH:34]=1, predict the reactants needed to synthesize it. The reactants are: [NH:1]1[C:9]2[C:4](=[CH:5][C:6]([O:10][C:11]3[C:12]4[CH2:19][N:18](C(OC(C)(C)C)=O)[CH2:17][C:13]=4[N:14]=[CH:15][N:16]=3)=[CH:7][CH:8]=2)[CH:3]=[CH:2]1.[H-].[Na+].[CH3:29][C:30]1[O:31][C:32]2[CH:38]=[CH:37][C:36]([NH:39][C:40](=O)[O:41]C3C=CC=CC=3)=[CH:35][C:33]=2[CH:34]=1. (2) Given the product [CH2:40]([N:42]([CH2:48][CH3:49])[CH2:43][CH2:44][CH2:45][N:46]([CH3:47])[C:50]([NH:1][C:2]1[CH:7]=[C:6]([O:8][C:9]2[CH:14]=[CH:13][C:12]([NH:15][C:16]([NH:18][C:19](=[O:28])[CH2:20][C:21]3[CH:26]=[CH:25][C:24]([F:27])=[CH:23][CH:22]=3)=[S:17])=[CH:11][C:10]=2[F:29])[CH:5]=[CH:4][N:3]=1)=[O:53])[CH3:41], predict the reactants needed to synthesize it. The reactants are: [NH2:1][C:2]1[CH:7]=[C:6]([O:8][C:9]2[CH:14]=[CH:13][C:12]([NH:15][C:16]([NH:18][C:19](=[O:28])[CH2:20][C:21]3[CH:26]=[CH:25][C:24]([F:27])=[CH:23][CH:22]=3)=[S:17])=[CH:11][C:10]=2[F:29])[CH:5]=[CH:4][N:3]=1.ClC(OC1C=CC=CC=1)=O.[CH2:40]([N:42]([CH2:48][CH3:49])[CH2:43][CH2:44][CH2:45][NH:46][CH3:47])[CH3:41].[C:50](=[O:53])([O-])O.[Na+]. (3) Given the product [Br:1][C:2]1[C:3]([F:9])=[C:4]([C:5]([F:8])=[CH:6][CH:7]=1)[CH:20]=[O:21], predict the reactants needed to synthesize it. The reactants are: [Br:1][C:2]1[CH:7]=[CH:6][C:5]([F:8])=[CH:4][C:3]=1[F:9].C([N-]C(C)C)(C)C.[Li+].CN(C)[CH:20]=[O:21]. (4) The reactants are: [C:1]([O:5][C:6](=[O:15])[CH2:7]/[N:8]=[CH:9]/[CH2:10][C:11]([CH3:14])([CH3:13])[CH3:12])([CH3:4])([CH3:3])[CH3:2].[Cl:16][C:17]1[CH:25]=[C:24]2[C:20](/[C:21](=[CH:27]/[C:28]3[CH:33]=[CH:32][CH:31]=[C:30]([Cl:34])[CH:29]=3)/[C:22](=[O:26])[NH:23]2)=[CH:19][CH:18]=1.C(N(CC)CC)C.C1CCN2C(=NCCC2)CC1. Given the product [C:1]([O:5][C:6]([CH:7]1[NH:8][CH:9]([CH2:10][C:11]([CH3:14])([CH3:13])[CH3:12])[C:21]2([C:20]3[C:24](=[CH:25][C:17]([Cl:16])=[CH:18][CH:19]=3)[NH:23][C:22]2=[O:26])[CH:27]1[C:28]1[CH:33]=[CH:32][CH:31]=[C:30]([Cl:34])[CH:29]=1)=[O:15])([CH3:4])([CH3:3])[CH3:2], predict the reactants needed to synthesize it.